From a dataset of Full USPTO retrosynthesis dataset with 1.9M reactions from patents (1976-2016). Predict the reactants needed to synthesize the given product. (1) The reactants are: [Cl:1][C:2]1[CH:7]=[CH:6][C:5]([C:8]2(O)[C:16]3[C:11](=[CH:12][CH:13]=[CH:14][CH:15]=3)[C:10](=[O:17])[N:9]2[CH2:18][CH2:19][C:20]2[CH:25]=[CH:24][CH:23]=[CH:22][CH:21]=2)=[CH:4][CH:3]=1.S(Cl)([Cl:29])=O. Given the product [Cl:29][C:8]1([C:5]2[CH:6]=[CH:7][C:2]([Cl:1])=[CH:3][CH:4]=2)[C:16]2[C:11](=[CH:12][CH:13]=[CH:14][CH:15]=2)[C:10](=[O:17])[N:9]1[CH2:18][CH2:19][C:20]1[CH:25]=[CH:24][CH:23]=[CH:22][CH:21]=1, predict the reactants needed to synthesize it. (2) Given the product [CH3:16][O:15][C:6]1[CH:5]=[C:4]2[C:9]([CH:10]=[CH:11][C:2]([NH:17][CH2:18][CH2:19][OH:20])=[N:3]2)=[CH:8][C:7]=1[N+:12]([O-:14])=[O:13], predict the reactants needed to synthesize it. The reactants are: Cl[C:2]1[CH:11]=[CH:10][C:9]2[C:4](=[CH:5][C:6]([O:15][CH3:16])=[C:7]([N+:12]([O-:14])=[O:13])[CH:8]=2)[N:3]=1.[NH2:17][CH2:18][CH2:19][OH:20]. (3) Given the product [NH2:1][C:4]1[CH:5]=[CH:6][C:7]([O:10][C:11]2[CH:18]=[CH:17][C:14]([C:15]#[N:16])=[CH:13][C:12]=2[C:19]([F:22])([F:20])[F:21])=[N:8][CH:9]=1, predict the reactants needed to synthesize it. The reactants are: [N+:1]([C:4]1[CH:5]=[CH:6][C:7]([O:10][C:11]2[CH:18]=[CH:17][C:14]([C:15]#[N:16])=[CH:13][C:12]=2[C:19]([F:22])([F:21])[F:20])=[N:8][CH:9]=1)([O-])=O.O.[NH4+].[Cl-]. (4) Given the product [CH3:48][C:47]1[CH:49]=[CH:50][C:44]([S:41]([O:27][CH2:26][CH2:25][O:24][C:20]2[N:19]3[C:28]([NH:29][C:30]4[CH:39]=[CH:38][C:33]5[O:34][CH2:35][CH2:36][O:37][C:32]=5[CH:31]=4)=[C:16]([C:12]4[C:13]([F:15])=[CH:14][C:9]([O:8][Si:1]([C:4]([CH3:5])([CH3:6])[CH3:7])([CH3:3])[CH3:2])=[CH:10][C:11]=4[F:40])[N:17]=[C:18]3[CH:23]=[CH:22][CH:21]=2)(=[O:43])=[O:42])=[CH:45][CH:46]=1, predict the reactants needed to synthesize it. The reactants are: [Si:1]([O:8][C:9]1[CH:14]=[C:13]([F:15])[C:12]([C:16]2[N:17]=[C:18]3[CH:23]=[CH:22][CH:21]=[C:20]([O:24][CH2:25][CH2:26][OH:27])[N:19]3[C:28]=2[NH:29][C:30]2[CH:39]=[CH:38][C:33]3[O:34][CH2:35][CH2:36][O:37][C:32]=3[CH:31]=2)=[C:11]([F:40])[CH:10]=1)([C:4]([CH3:7])([CH3:6])[CH3:5])([CH3:3])[CH3:2].[S:41](Cl)([C:44]1[CH:50]=[CH:49][C:47]([CH3:48])=[CH:46][CH:45]=1)(=[O:43])=[O:42].